Task: Regression/Classification. Given a drug SMILES string, predict its absorption, distribution, metabolism, or excretion properties. Task type varies by dataset: regression for continuous measurements (e.g., permeability, clearance, half-life) or binary classification for categorical outcomes (e.g., BBB penetration, CYP inhibition). Dataset: pampa_ncats.. Dataset: PAMPA (Parallel Artificial Membrane Permeability Assay) permeability data from NCATS The drug is CC1=CC(=CC=C1)N2C=NC3=C2C=CC(=C3)C(=O)N4CCC(CC4)Br. The result is 1 (high permeability).